From a dataset of Full USPTO retrosynthesis dataset with 1.9M reactions from patents (1976-2016). Predict the reactants needed to synthesize the given product. (1) Given the product [OH:8][C:6]1[CH:7]=[C:2]([NH:1][S:54]([N:53]([CH3:58])[CH3:52])(=[O:56])=[O:55])[CH:3]=[C:4]([C:9]2[C:17]3[C:16]([NH:18][C@H:19]([C:21]4[N:26]([C:27]5[CH:32]=[CH:31][CH:30]=[CH:29][CH:28]=5)[C:25](=[O:33])[C:24]5=[C:34]([CH3:37])[CH:35]=[CH:36][N:23]5[N:22]=4)[CH3:20])=[N:15][CH:14]=[N:13][C:12]=3[N:11]([CH2:38][O:39][CH2:40][CH2:41][Si:42]([CH3:43])([CH3:45])[CH3:44])[CH:10]=2)[CH:5]=1, predict the reactants needed to synthesize it. The reactants are: [NH2:1][C:2]1[CH:3]=[C:4]([C:9]2[C:17]3[C:16]([NH:18][C@H:19]([C:21]4[N:26]([C:27]5[CH:32]=[CH:31][CH:30]=[CH:29][CH:28]=5)[C:25](=[O:33])[C:24]5=[C:34]([CH3:37])[CH:35]=[CH:36][N:23]5[N:22]=4)[CH3:20])=[N:15][CH:14]=[N:13][C:12]=3[N:11]([CH2:38][O:39][CH2:40][CH2:41][Si:42]([CH3:45])([CH3:44])[CH3:43])[CH:10]=2)[CH:5]=[C:6]([OH:8])[CH:7]=1.N1C=CC=CC=1.[CH3:52][N:53]([CH3:58])[S:54](Cl)(=[O:56])=[O:55]. (2) Given the product [Cl:27][C:25]1[CH:24]=[C:21]([CH:20]=[C:19]([NH:15][C:11]2[N:10]=[C:9]([C:8]([F:7])([F:16])[F:17])[CH:14]=[CH:13][N:12]=2)[CH:26]=1)[C:22]#[N:23], predict the reactants needed to synthesize it. The reactants are: CNCCNC.[F:7][C:8]([F:17])([F:16])[C:9]1[CH:14]=[CH:13][N:12]=[C:11]([NH2:15])[N:10]=1.Br[C:19]1[CH:20]=[C:21]([CH:24]=[C:25]([Cl:27])[CH:26]=1)[C:22]#[N:23].C(=O)([O-])[O-].[K+].[K+].[I-].[K+]. (3) Given the product [CH:34]1([CH2:37][CH2:38][O:39][C:40]2[N:48]=[C:47]3[C:43]([N:44]=[C:45]([O:49][CH3:50])[N:46]3[CH2:53][CH2:54][CH2:55][CH2:56][CH:57]3[CH2:62][CH2:61][CH2:60][CH2:59][O:58]3)=[C:42]([NH2:51])[N:41]=2)[CH2:36][CH2:35]1, predict the reactants needed to synthesize it. The reactants are: C(NC1N=C2C(N=C(OC)N2CCCCC2CCCO2)=C(N)N=1)CCC.FC(F)(F)C(O)=O.[CH:34]1([CH2:37][CH2:38][O:39][C:40]2[NH:41][C:42]([NH2:51])=[C:43]3[C:47]([N:48]=2)=[N:46][C:45]([O:49][CH3:50])=[N:44]3)[CH2:36][CH2:35]1.Br[CH2:53][CH2:54][CH2:55][CH2:56][CH:57]1[CH2:62][CH2:61][CH2:60][CH2:59][O:58]1. (4) Given the product [Cl:14][C:15]1[CH:16]=[C:17]([CH:20]=[C:21]([O:23][C:24]2[C:29](=[O:30])[N:28]([CH2:6][C:7]3[CH:12]=[N:11][C:10]([Cl:13])=[CH:9][N:8]=3)[CH:27]=[N:26][C:25]=2[C:31]([F:32])([F:33])[F:34])[CH:22]=1)[C:18]#[N:19], predict the reactants needed to synthesize it. The reactants are: CS(O[CH2:6][C:7]1[CH:12]=[N:11][C:10]([Cl:13])=[CH:9][N:8]=1)(=O)=O.[Cl:14][C:15]1[CH:16]=[C:17]([CH:20]=[C:21]([O:23][C:24]2[C:29](=[O:30])[NH:28][CH:27]=[N:26][C:25]=2[C:31]([F:34])([F:33])[F:32])[CH:22]=1)[C:18]#[N:19].C(=O)([O-])[O-].[K+].[K+].O. (5) Given the product [CH3:1][S:2]([C:5]1[CH:6]=[C:7]([C:11]2[N:19]3[C:14]([CH:15]=[N:16][C:17]([NH:21][C:22]4[CH:23]=[C:24]([CH:28]5[N:33]([CH3:34])[CH2:32][CH2:31][N:30]([CH3:35])[C:29]5=[O:36])[CH:25]=[CH:26][CH:27]=4)=[N:18]3)=[CH:13][CH:12]=2)[CH:8]=[CH:9][CH:10]=1)(=[O:4])=[O:3], predict the reactants needed to synthesize it. The reactants are: [CH3:1][S:2]([C:5]1[CH:6]=[C:7]([C:11]2[N:19]3[C:14]([CH:15]=[N:16][C:17](O)=[N:18]3)=[CH:13][CH:12]=2)[CH:8]=[CH:9][CH:10]=1)(=[O:4])=[O:3].[NH2:21][C:22]1[CH:23]=[C:24]([CH:28]2[N:33]([CH3:34])[CH2:32][CH2:31][N:30]([CH3:35])[C:29]2=[O:36])[CH:25]=[CH:26][CH:27]=1. (6) Given the product [CH:7]1([C:10]([O:12][CH2:14][C:15]([C:17]2[CH:22]=[CH:21][C:20]([Br:23])=[CH:19][CH:18]=2)=[O:16])=[O:11])[CH2:9][CH2:8]1, predict the reactants needed to synthesize it. The reactants are: C(=O)([O-])[O-].[Na+].[Na+].[CH:7]1([C:10]([OH:12])=[O:11])[CH2:9][CH2:8]1.Br[CH2:14][C:15]([C:17]1[CH:22]=[CH:21][C:20]([Br:23])=[CH:19][CH:18]=1)=[O:16].